Dataset: Full USPTO retrosynthesis dataset with 1.9M reactions from patents (1976-2016). Task: Predict the reactants needed to synthesize the given product. (1) Given the product [ClH:28].[CH2:21]([O:20][C:17]1[CH:18]=[CH:19][C:14]([N:11]2[CH2:12][CH2:13][NH:8][CH2:9][CH2:10]2)=[CH:15][CH:16]=1)[C:22]1[CH:27]=[CH:26][CH:25]=[CH:24][CH:23]=1, predict the reactants needed to synthesize it. The reactants are: C(OC([N:8]1[CH2:13][CH2:12][N:11]([C:14]2[CH:19]=[CH:18][C:17]([O:20][CH2:21][C:22]3[CH:27]=[CH:26][CH:25]=[CH:24][CH:23]=3)=[CH:16][CH:15]=2)[CH2:10][CH2:9]1)=O)(C)(C)C.[ClH:28]. (2) Given the product [I:1][C:2]1[C:10]2[C:5](=[N:6][CH:7]=[N:8][C:9]=2[NH:11][CH2:31][CH2:32][C:33]([NH2:35])=[O:34])[N:4]([C@H:12]2[CH2:13][CH2:14][C@H:15]([N:18]3[CH2:23][CH2:22][O:21][CH2:20][CH2:19]3)[CH2:16][CH2:17]2)[N:3]=1, predict the reactants needed to synthesize it. The reactants are: [I:1][C:2]1[C:10]2[C:5](=[N:6][CH:7]=[N:8][C:9]=2[NH2:11])[N:4]([C@H:12]2[CH2:17][CH2:16][C@H:15]([N:18]3[CH2:23][CH2:22][O:21][CH2:20][CH2:19]3)[CH2:14][CH2:13]2)[N:3]=1.C(=O)([O-])[O-].[Cs+].[Cs+].Cl[CH2:31][CH2:32][C:33]([NH2:35])=[O:34].